This data is from Catalyst prediction with 721,799 reactions and 888 catalyst types from USPTO. The task is: Predict which catalyst facilitates the given reaction. Reactant: [Cl:1][C:2]1[CH:3]=[CH:4][C:5]2[N:6]([CH:8]=[C:9]([NH:11][C:12]([C:14]3[CH:19]=[CH:18][C:17]([C:20]([CH3:25])([CH3:24])[C:21](O)=[O:22])=[CH:16][CH:15]=3)=[O:13])[N:10]=2)[CH:7]=1.C(Cl)(=O)C(Cl)=O.CN(C=O)C.[CH2:37]([N:39](CC)CC)[CH3:38]. Product: [Cl:1][C:2]1[CH:3]=[CH:4][C:5]2[N:6]([CH:8]=[C:9]([NH:11][C:12](=[O:13])[C:14]3[CH:15]=[CH:16][C:17]([C:20]([CH3:24])([CH3:25])[C:21]([NH:39][CH2:37][CH3:38])=[O:22])=[CH:18][CH:19]=3)[N:10]=2)[CH:7]=1. The catalyst class is: 410.